This data is from Reaction yield outcomes from USPTO patents with 853,638 reactions. The task is: Predict the reaction yield, written as a fraction of the theoretical maximum amount of product (1.0 means a 100% yield; for example, 0.34 means a 34% yield). The reactants are [NH2:1][C:2]1[CH:7]=[CH:6][C:5]([C:8]2[CH:13]=[CH:12][C:11]([N:14]3[C:18]([CH3:20])([CH3:19])[C:17](=[O:21])[N:16]([C:22]4[CH:29]=[CH:28][C:25]([C:26]#[N:27])=[C:24]([C:30]([F:33])([F:32])[F:31])[CH:23]=4)[C:15]3=[S:34])=[CH:10][CH:9]=2)=[CH:4][CH:3]=1.C(O)(=O)C.O=[CH:40][CH2:41][CH2:42][CH2:43][O:44][CH2:45][C:46]([O:48][C:49]([CH3:52])([CH3:51])[CH3:50])=[O:47].C(O[BH-](OC(=O)C)OC(=O)C)(=O)C.[Na+]. The catalyst is ClCCl.O. The product is [C:26]([C:25]1[CH:28]=[CH:29][C:22]([N:16]2[C:17](=[O:21])[C:18]([CH3:20])([CH3:19])[N:14]([C:11]3[CH:10]=[CH:9][C:8]([C:5]4[CH:4]=[CH:3][C:2]([NH:1][CH2:40][CH2:41][CH2:42][CH2:43][O:44][CH2:45][C:46]([O:48][C:49]([CH3:50])([CH3:52])[CH3:51])=[O:47])=[CH:7][CH:6]=4)=[CH:13][CH:12]=3)[C:15]2=[S:34])=[CH:23][C:24]=1[C:30]([F:32])([F:33])[F:31])#[N:27]. The yield is 0.360.